From a dataset of Forward reaction prediction with 1.9M reactions from USPTO patents (1976-2016). Predict the product of the given reaction. (1) Given the reactants [CH3:1][O:2][C:3]1[CH:4]=[C:5](/[CH:15]=[CH:16]/[C:17]([NH:19][NH:20][C:21](=[O:36])[CH:22]([C:27]2[CH:32]=[C:31]([F:33])[C:30]([F:34])=[C:29]([F:35])[CH:28]=2)[CH2:23][CH2:24][CH2:25][Cl:26])=O)[CH:6]=[N:7][C:8]=1[N:9]1[CH:13]=[C:12]([CH3:14])[N:11]=[CH:10]1, predict the reaction product. The product is: [Cl:26][CH2:25][CH2:24][CH2:23][CH:22]([C:21]1[O:36][C:17](/[CH:16]=[CH:15]/[C:5]2[CH:4]=[C:3]([O:2][CH3:1])[C:8]([N:9]3[CH:13]=[C:12]([CH3:14])[N:11]=[CH:10]3)=[N:7][CH:6]=2)=[N:19][N:20]=1)[C:27]1[CH:28]=[C:29]([F:35])[C:30]([F:34])=[C:31]([F:33])[CH:32]=1. (2) Given the reactants [Br:1][CH2:2][C:3]([NH:5][C:6]1[CH:11]=[CH:10][N:9]=[CH:8][N:7]=1)=[O:4].[N:12]12[CH2:19][CH2:18][CH:15]([CH2:16][CH2:17]1)[C@@H:14]([O:20][C:21](=[O:34])[C:22]([OH:33])([C:28]1[S:29][CH:30]=[CH:31][CH:32]=1)[C:23]1[S:24][CH:25]=[CH:26][CH:27]=1)[CH2:13]2, predict the reaction product. The product is: [Br-:1].[OH:33][C:22]([C:23]1[S:24][CH:25]=[CH:26][CH:27]=1)([C:28]1[S:29][CH:30]=[CH:31][CH:32]=1)[C:21]([O:20][C@@H:14]1[CH:15]2[CH2:18][CH2:19][N+:12]([CH2:2][C:3](=[O:4])[NH:5][C:6]3[CH:11]=[CH:10][N:9]=[CH:8][N:7]=3)([CH2:17][CH2:16]2)[CH2:13]1)=[O:34]. (3) Given the reactants [NH2:1][CH:2]1[CH2:6][CH2:5][N:4]([CH3:7])[C:3]1=[O:8].[Br:9][C:10]1[CH:15]=[CH:14][N:13]=[C:12]([CH:16]=O)[C:11]=1[CH3:18].[CH:19]([S:21]([C:24]1[CH:29]=[CH:28][CH:27]=[CH:26][CH:25]=1)(=[O:23])=[O:22])=[CH2:20].[O-]S(C(F)(F)F)(=O)=O.[Ca+2].[O-]S(C(F)(F)F)(=O)=O.C(N(CC)CC)C, predict the reaction product. The product is: [C:24]1([S:21]([CH:19]2[CH:16]([C:12]3[C:11]([CH3:18])=[C:10]([Br:9])[CH:15]=[CH:14][N:13]=3)[NH:1][C:2]3([CH2:6][CH2:5][N:4]([CH3:7])[C:3]3=[O:8])[CH2:20]2)(=[O:23])=[O:22])[CH:29]=[CH:28][CH:27]=[CH:26][CH:25]=1. (4) Given the reactants Cl[C:2]1[N:7]=[CH:6][N:5]=[C:4]([NH:8][C:9]2[CH:10]=[C:11]([CH2:15][S:16]([NH2:19])(=[O:18])=[O:17])[CH:12]=[CH:13][CH:14]=2)[N:3]=1.[F:20][C:21]([F:28])([F:27])[C@@H:22]1[CH2:26][CH2:25][CH2:24][NH:23]1, predict the reaction product. The product is: [F:20][C:21]([F:28])([F:27])[C@H:22]1[CH2:26][CH2:25][CH2:24][N:23]1[C:2]1[N:7]=[CH:6][N:5]=[C:4]([NH:8][C:9]2[CH:10]=[C:11]([CH2:15][S:16]([NH2:19])(=[O:18])=[O:17])[CH:12]=[CH:13][CH:14]=2)[N:3]=1. (5) Given the reactants [C:1]([O:4][CH2:5][C:6](=[C:12]1[C@:28]2([CH3:29])[CH:15]([CH:16]3[C:25](=[CH:26][CH2:27]2)[C@:24]2([CH3:30])[C:19](=[CH:20][C:21](=[O:31])[CH:22]=[CH:23]2)[CH2:18][CH2:17]3)[CH2:14][C@H:13]1[CH3:32])[O:7][Si](C)(C)C)(=[O:3])[CH3:2].Cl.C(=O)(O)[O-].[K+], predict the reaction product. The product is: [C:1]([O:4][CH2:5][C:6](=[O:7])[C@@H:12]1[C@:28]2([CH3:29])[CH:15]([CH:16]3[C:25](=[CH:26][CH2:27]2)[C@:24]2([CH3:30])[C:19](=[CH:20][C:21](=[O:31])[CH:22]=[CH:23]2)[CH2:18][CH2:17]3)[CH2:14][C@H:13]1[CH3:32])(=[O:3])[CH3:2]. (6) The product is: [CH2:32]([N:29]1[CH2:30][CH2:31][N:26]([C:24]2[CH:25]=[C:16]([O:15][CH3:14])[CH:17]=[C:18]3[C:23]=2[O:22][CH:21]([C:35]([NH:13][C:10]2[CH:9]=[CH:8][C:7]([N:1]4[CH2:2][CH2:3][O:4][CH2:5][CH2:6]4)=[CH:12][CH:11]=2)=[O:36])[CH2:20][CH2:19]3)[CH2:27][CH2:28]1)[CH2:33][CH3:34]. Given the reactants [N:1]1([C:7]2[CH:12]=[CH:11][C:10]([NH2:13])=[CH:9][CH:8]=2)[CH2:6][CH2:5][O:4][CH2:3][CH2:2]1.[CH3:14][O:15][C:16]1[CH:17]=[C:18]2[C:23](=[C:24]([N:26]3[CH2:31][CH2:30][N:29]([CH2:32][CH2:33][CH3:34])[CH2:28][CH2:27]3)[CH:25]=1)[O:22][CH:21]([C:35](O)=[O:36])[CH2:20][CH2:19]2, predict the reaction product.